From a dataset of NCI-60 drug combinations with 297,098 pairs across 59 cell lines. Regression. Given two drug SMILES strings and cell line genomic features, predict the synergy score measuring deviation from expected non-interaction effect. (1) Drug 1: CC1=C2C(C(=O)C3(C(CC4C(C3C(C(C2(C)C)(CC1OC(=O)C(C(C5=CC=CC=C5)NC(=O)C6=CC=CC=C6)O)O)OC(=O)C7=CC=CC=C7)(CO4)OC(=O)C)O)C)OC(=O)C. Drug 2: CC12CCC3C(C1CCC2O)C(CC4=C3C=CC(=C4)O)CCCCCCCCCS(=O)CCCC(C(F)(F)F)(F)F. Cell line: NCI/ADR-RES. Synergy scores: CSS=2.45, Synergy_ZIP=-2.77, Synergy_Bliss=-4.60, Synergy_Loewe=-0.0609, Synergy_HSA=-2.97. (2) Drug 1: CN(CCCl)CCCl.Cl. Drug 2: COC1=C2C(=CC3=C1OC=C3)C=CC(=O)O2. Cell line: NCI/ADR-RES. Synergy scores: CSS=4.17, Synergy_ZIP=1.89, Synergy_Bliss=3.97, Synergy_Loewe=-1.48, Synergy_HSA=0.594. (3) Drug 1: C1CC(=O)NC(=O)C1N2CC3=C(C2=O)C=CC=C3N. Drug 2: B(C(CC(C)C)NC(=O)C(CC1=CC=CC=C1)NC(=O)C2=NC=CN=C2)(O)O. Cell line: SNB-19. Synergy scores: CSS=4.47, Synergy_ZIP=-1.40, Synergy_Bliss=-1.99, Synergy_Loewe=3.18, Synergy_HSA=-0.301. (4) Drug 1: C1=C(C(=O)NC(=O)N1)N(CCCl)CCCl. Drug 2: COC1=NC(=NC2=C1N=CN2C3C(C(C(O3)CO)O)O)N. Cell line: SNB-19. Synergy scores: CSS=18.1, Synergy_ZIP=9.83, Synergy_Bliss=11.4, Synergy_Loewe=-4.72, Synergy_HSA=5.42. (5) Drug 1: CN1C(=O)N2C=NC(=C2N=N1)C(=O)N. Drug 2: CC12CCC3C(C1CCC2O)C(CC4=C3C=CC(=C4)O)CCCCCCCCCS(=O)CCCC(C(F)(F)F)(F)F. Cell line: HT29. Synergy scores: CSS=-1.99, Synergy_ZIP=-1.77, Synergy_Bliss=-5.19, Synergy_Loewe=-6.38, Synergy_HSA=-4.82. (6) Drug 1: C1CN1P(=S)(N2CC2)N3CC3. Drug 2: C(CCl)NC(=O)N(CCCl)N=O. Cell line: PC-3. Synergy scores: CSS=20.3, Synergy_ZIP=-5.96, Synergy_Bliss=-3.22, Synergy_Loewe=-2.47, Synergy_HSA=-0.453. (7) Drug 1: C1=CC(=CC=C1C#N)C(C2=CC=C(C=C2)C#N)N3C=NC=N3. Synergy scores: CSS=15.1, Synergy_ZIP=-3.34, Synergy_Bliss=2.62, Synergy_Loewe=-1.84, Synergy_HSA=-1.80. Drug 2: CS(=O)(=O)CCNCC1=CC=C(O1)C2=CC3=C(C=C2)N=CN=C3NC4=CC(=C(C=C4)OCC5=CC(=CC=C5)F)Cl. Cell line: ACHN. (8) Drug 1: CCC1=C2CN3C(=CC4=C(C3=O)COC(=O)C4(CC)O)C2=NC5=C1C=C(C=C5)O. Drug 2: CCC1(C2=C(COC1=O)C(=O)N3CC4=CC5=C(C=CC(=C5CN(C)C)O)N=C4C3=C2)O.Cl. Cell line: DU-145. Synergy scores: CSS=73.2, Synergy_ZIP=4.27, Synergy_Bliss=3.42, Synergy_Loewe=5.51, Synergy_HSA=7.71.